This data is from Reaction yield outcomes from USPTO patents with 853,638 reactions. The task is: Predict the reaction yield, written as a fraction of the theoretical maximum amount of product (1.0 means a 100% yield; for example, 0.34 means a 34% yield). (1) The reactants are [CH3:1][O:2][C:3]1[C:4]([CH3:10])=[C:5]([CH:7]=[CH:8][CH:9]=1)[NH2:6].C[O:12][C:13]1C=CC=C(N)[CH:14]=1. No catalyst specified. The product is [NH2:6][C:5]1[C:4]([CH3:10])=[C:3]([O:2][CH3:1])[CH:9]=[CH:8][C:7]=1[C:13](=[O:12])[CH3:14]. The yield is 0.230. (2) The reactants are [OH:1][C:2]1[CH:7]=[CH:6][C:5]([C:8]2([C:14]([OH:16])=[O:15])[CH2:13][CH2:12][CH2:11][CH2:10][CH2:9]2)=[CH:4][CH:3]=1.[OH:17][C:18]1C=CC(CC(O)=O)=C[CH:19]=1.C(Cl)(=O)C. The catalyst is N1C=CC=CC=1. The product is [C:18]([O:1][C:2]1[CH:3]=[CH:4][C:5]([C:8]2([C:14]([OH:16])=[O:15])[CH2:13][CH2:12][CH2:11][CH2:10][CH2:9]2)=[CH:6][CH:7]=1)(=[O:17])[CH3:19]. The yield is 0.235. (3) The reactants are [CH2:1]([N:4]1[CH2:7][CH:6]([C:8]2[CH:13]=[CH:12][C:11]([NH2:14])=[CH:10][CH:9]=2)[CH2:5]1)[CH2:2][CH3:3].[F:15][C:16]([F:30])([F:29])[CH:17]([C:19]1[CH:24]=[CH:23][C:22]([S:25](Cl)(=[O:27])=[O:26])=[CH:21][CH:20]=1)[CH3:18]. The catalyst is C(Cl)Cl.N1C=CC=CC=1. The product is [CH2:1]([N:4]1[CH2:5][CH:6]([C:8]2[CH:9]=[CH:10][C:11]([NH:14][S:25]([C:22]3[CH:21]=[CH:20][C:19]([CH:17]([CH3:18])[C:16]([F:15])([F:29])[F:30])=[CH:24][CH:23]=3)(=[O:27])=[O:26])=[CH:12][CH:13]=2)[CH2:7]1)[CH2:2][CH3:3]. The yield is 0.180. (4) The reactants are Cl.[NH2:2][NH2:3].[C:4]12[C:12](=[O:13])O[C:9](=[O:10])[C:5]=1[CH2:6][CH2:7][CH2:8]2. The catalyst is O. The product is [C:9]1(=[O:10])[C:5]2[CH2:6][CH2:7][CH2:8][C:4]=2[C:12](=[O:13])[NH:3][NH:2]1. The yield is 0.670. (5) The reactants are S(Cl)(Cl)=O.[NH2:5][C:6]1([C:15]([OH:17])=[O:16])[C:14]2[C:9](=[CH:10][CH:11]=[CH:12][CH:13]=2)[CH2:8][CH2:7]1.[CH2:18](O)[CH3:19]. No catalyst specified. The product is [NH2:5][C:6]1([C:15]([O:17][CH2:18][CH3:19])=[O:16])[C:14]2[C:9](=[CH:10][CH:11]=[CH:12][CH:13]=2)[CH2:8][CH2:7]1. The yield is 0.840. (6) The reactants are C(N(CC)CC)C.Cl.CN(C)C.[Cl:13][C:14]1[C:15]2[CH:22]=[CH:21][N:20]([C:23]([CH2:28][OH:29])([CH2:26][OH:27])[CH2:24][OH:25])[C:16]=2[N:17]=[CH:18][N:19]=1.[S:30](Cl)([C:33]1[CH:39]=[CH:38][C:36]([CH3:37])=[CH:35][CH:34]=1)(=[O:32])=[O:31]. The catalyst is ClCCl.O. The product is [Cl:13][C:14]1[C:15]2[CH:22]=[CH:21][N:20]([C:23]([CH2:24][OH:25])([CH2:28][OH:29])[CH2:26][O:27][S:30]([C:33]3[CH:39]=[CH:38][C:36]([CH3:37])=[CH:35][CH:34]=3)(=[O:32])=[O:31])[C:16]=2[N:17]=[CH:18][N:19]=1. The yield is 0.550. (7) The reactants are [O:1]=[C:2]1[C:10]2([C:14]3=[CH:15][C:16]4[O:20][CH2:19][O:18][C:17]=4[CH:21]=[C:13]3[O:12][CH2:11]2)[C:9]2[C:4](=[CH:5][CH:6]=[CH:7][CH:8]=2)[N:3]1[CH2:22][CH2:23][CH:24]1[CH2:29][CH2:28][N:27](C(OC(C)(C)C)=O)[CH2:26][CH2:25]1.[ClH:37].CCOCC. The catalyst is O1CCOCC1. The product is [ClH:37].[NH:27]1[CH2:28][CH2:29][CH:24]([CH2:23][CH2:22][N:3]2[C:4]3[C:9](=[CH:8][CH:7]=[CH:6][CH:5]=3)[C:10]3([C:14]4=[CH:15][C:16]5[O:20][CH2:19][O:18][C:17]=5[CH:21]=[C:13]4[O:12][CH2:11]3)[C:2]2=[O:1])[CH2:25][CH2:26]1. The yield is 0.910. (8) The reactants are [Br:1][C:2]1[CH:3]=[C:4]2[C:10]([C:11](N(OC)C)=[O:12])=[N:9][N:8]([CH:17]3[CH2:22][CH2:21][CH2:20][CH2:19][O:18]3)[C:5]2=[N:6][CH:7]=1.[H-].[Al+3].[Li+].[H-].[H-].[H-]. The catalyst is C1COCC1. The product is [Br:1][C:2]1[CH:3]=[C:4]2[C:10]([CH:11]=[O:12])=[N:9][N:8]([CH:17]3[CH2:22][CH2:21][CH2:20][CH2:19][O:18]3)[C:5]2=[N:6][CH:7]=1. The yield is 0.910. (9) The reactants are [Cl:1][C:2]1[C:11]([C:12]([OH:14])=O)=[N:10][C:9]2[NH:8][C:7](=[O:15])[CH2:6][S:5][C:4]=2[CH:3]=1.[CH3:16][O:17][C:18]1[CH:19]=[C:20]2[C:25](=[CH:26][CH:27]=1)[N:24]=[CH:23][C:22]([S:28][CH2:29][CH2:30][N:31]1[CH2:36][CH2:35][CH:34]([NH2:37])[CH2:33][CH2:32]1)=[CH:21]2. No catalyst specified. The product is [CH3:16][O:17][C:18]1[CH:19]=[C:20]2[C:25](=[CH:26][CH:27]=1)[N:24]=[CH:23][C:22]([S:28][CH2:29][CH2:30][N:31]1[CH2:36][CH2:35][CH:34]([NH:37][C:12]([C:11]3[C:2]([Cl:1])=[CH:3][C:4]4[S:5][CH2:6][C:7](=[O:15])[NH:8][C:9]=4[N:10]=3)=[O:14])[CH2:33][CH2:32]1)=[CH:21]2. The yield is 0.910.